From a dataset of Reaction yield outcomes from USPTO patents with 853,638 reactions. Predict the reaction yield, written as a fraction of the theoretical maximum amount of product (1.0 means a 100% yield; for example, 0.34 means a 34% yield). (1) The reactants are [CH3:1][O:2][C:3]([C:5]1([N:10]([CH3:18])[N:11]=[CH:12][CH2:13][C:14]([CH3:17])([CH3:16])[CH3:15])[CH2:9][CH2:8][CH2:7][CH2:6]1)=[O:4].C([BH3-])#N.[Na+]. The catalyst is CO.C(O)(=O)C. The product is [CH3:1][O:2][C:3]([C:5]1([N:10]([CH3:18])[NH:11][CH2:12][CH2:13][C:14]([CH3:16])([CH3:15])[CH3:17])[CH2:9][CH2:8][CH2:7][CH2:6]1)=[O:4]. The yield is 0.720. (2) The reactants are [Cl:1][C:2]1[CH:12]=[CH:11][C:5]([C:6]([O:8][CH2:9][CH3:10])=[O:7])=[CH:4][C:3]=1[OH:13].[H-].[Na+].[Cl:16][C:17]1[CH:22]=[C:21]([N+]([O-])=O)[CH:20]=[CH:19][N:18]=1. No catalyst specified. The product is [Cl:1][C:2]1[CH:12]=[CH:11][C:5]([C:6]([O:8][CH2:9][CH3:10])=[O:7])=[CH:4][C:3]=1[O:13][C:21]1[CH:20]=[CH:19][N:18]=[C:17]([Cl:16])[CH:22]=1. The yield is 0.760. (3) The reactants are [CH2:1]([O:3][C:4]([C@@H:6]1[CH2:10][CH:9]([O:11][Si:12]([C:15]([CH3:18])([CH3:17])[CH3:16])([CH3:14])[CH3:13])[CH2:8][C@H:7]1[CH2:19][OH:20])=[O:5])[CH3:2].I[CH3:22]. The catalyst is [Ag]=O. The product is [CH2:1]([O:3][C:4]([C@@H:6]1[CH2:10][CH:9]([O:11][Si:12]([C:15]([CH3:16])([CH3:18])[CH3:17])([CH3:13])[CH3:14])[CH2:8][C@H:7]1[CH2:19][O:20][CH3:22])=[O:5])[CH3:2]. The yield is 0.430. (4) The reactants are [NH2:1][C:2]1[CH:7]=[CH:6][C:5]([C:8]2[C:9]([N:28]([CH3:33])[S:29]([CH3:32])(=[O:31])=[O:30])=[CH:10][C:11]3[O:15][C:14]([C:16]4[CH:21]=[CH:20][C:19]([F:22])=[CH:18][CH:17]=4)=[C:13]([C:23]([NH:25][CH3:26])=[O:24])[C:12]=3[CH:27]=2)=[CH:4][C:3]=1[C:34]1[O:35][C:36]2[CH:42]=[CH:41][CH:40]=[C:39]([F:43])[C:37]=2[N:38]=1.N1C=CC=CC=1.[CH3:50][S:51](Cl)(=[O:53])=[O:52]. The catalyst is ClCCl. The product is [F:43][C:39]1[C:37]2[N:38]=[C:34]([C:3]3[CH:4]=[C:5]([C:8]4[C:9]([N:28]([CH3:33])[S:29]([CH3:32])(=[O:30])=[O:31])=[CH:10][C:11]5[O:15][C:14]([C:16]6[CH:21]=[CH:20][C:19]([F:22])=[CH:18][CH:17]=6)=[C:13]([C:23]([NH:25][CH3:26])=[O:24])[C:12]=5[CH:27]=4)[CH:6]=[CH:7][C:2]=3[NH:1][S:51]([CH3:50])(=[O:53])=[O:52])[O:35][C:36]=2[CH:42]=[CH:41][CH:40]=1. The yield is 0.670. (5) The reactants are [CH:1]1([CH:4]([C:20]2[CH:25]=[CH:24][CH:23]=[C:22]([C:26]([F:29])([F:28])[F:27])[CH:21]=2)[N:5]2[CH2:10][CH2:9][N:8]([CH2:11][C:12]([O:14]C(C)(C)C)=[O:13])[C@H:7]([CH3:19])[CH2:6]2)[CH2:3][CH2:2]1.[ClH:30]. No catalyst specified. The product is [ClH:30].[ClH:30].[CH:1]1([CH:4]([C:20]2[CH:25]=[CH:24][CH:23]=[C:22]([C:26]([F:28])([F:29])[F:27])[CH:21]=2)[N:5]2[CH2:10][CH2:9][N:8]([CH2:11][C:12]([OH:14])=[O:13])[C@H:7]([CH3:19])[CH2:6]2)[CH2:3][CH2:2]1. The yield is 0.796. (6) The reactants are [CH3:1][CH2:2][CH2:3][C:4]1[C:5]2[N:14]=[C:13]([C:15]3[CH:16]=[C:17]([S:24]([N:27]4[CH2:32][CH2:31][N:30]([CH3:33])[CH2:29][CH2:28]4)(=[O:26])=[O:25])[CH:18]=[CH:19][C:20]=3[O:21][CH2:22][CH3:23])[NH:12][C:10](=[O:11])[C:6]=2[N:7]([CH3:9])[N:8]=1.[C:34]([OH:46])(=[O:45])[CH2:35][C:36]([CH2:41][C:42]([OH:44])=[O:43])([C:38]([OH:40])=[O:39])[OH:37]. The catalyst is CC(C)=O. The product is [CH3:1][CH2:2][CH2:3][C:4]1[C:5]2[N:14]=[C:13]([C:15]3[CH:16]=[C:17]([S:24]([N:27]4[CH2:32][CH2:31][N:30]([CH3:33])[CH2:29][CH2:28]4)(=[O:25])=[O:26])[CH:18]=[CH:19][C:20]=3[O:21][CH2:22][CH3:23])[NH:12][C:10](=[O:11])[C:6]=2[N:7]([CH3:9])[N:8]=1.[CH2:41]([C:36]([OH:37])([C:38]([OH:40])=[O:39])[CH2:35][C:34]([OH:46])=[O:45])[C:42]([OH:44])=[O:43]. The yield is 0.940.